From a dataset of Reaction yield outcomes from USPTO patents with 853,638 reactions. Predict the reaction yield, written as a fraction of the theoretical maximum amount of product (1.0 means a 100% yield; for example, 0.34 means a 34% yield). (1) The reactants are [CH3:1][O:2][C:3]1[CH:4]=[CH:5][C:6]2[NH:7][C:8]3[C:13]([C:14]=2[CH:15]=1)=[CH:12][C:11]([N+:16]([O-])=O)=[CH:10][CH:9]=3. The catalyst is CO.[Pd]. The product is [CH3:1][O:2][C:3]1[CH:15]=[C:14]2[C:6](=[CH:5][CH:4]=1)[NH:7][C:8]1[CH:9]=[CH:10][C:11]([NH2:16])=[CH:12][C:13]2=1. The yield is 0.920. (2) The reactants are O=[C:2]1[CH:7]=[C:6]([C:8]([OH:10])=O)[CH:5]=[CH:4][NH:3]1.[C:11](=[O:14])([O-])[O-].[K+].[K+].[CH2:17](Br)[C:18]1[CH:23]=[CH:22][CH:21]=[CH:20][CH:19]=1.[OH2:25]. The catalyst is CN(C=O)C. The product is [CH2:4]([N:3]1[CH:2]=[CH:7][C:6]([C:8]([O:10][CH2:17][C:18]2[CH:23]=[CH:22][CH:21]=[CH:20][CH:19]=2)=[O:25])=[CH:5][C:11]1=[O:14])[C:18]1[CH:23]=[CH:22][CH:21]=[CH:20][CH:19]=1. The yield is 0.340.